The task is: Predict the reaction yield, written as a fraction of the theoretical maximum amount of product (1.0 means a 100% yield; for example, 0.34 means a 34% yield).. This data is from Reaction yield outcomes from USPTO patents with 853,638 reactions. (1) The reactants are [CH3:1][O:2][C:3]1[CH:4]=[C:5]([C:11]2[CH2:15][CH:14]([CH2:16][CH2:17][CH2:18][CH:19]=O)[O:13][N:12]=2)[CH:6]=[CH:7][C:8]=1[O:9][CH3:10].Cl.[CH3:22][O:23][C:24]1[CH:29]=[CH:28][CH:27]=[CH:26][C:25]=1[N:30]1[CH2:35][CH2:34][NH:33][CH2:32][CH2:31]1.[BH-](OC(C)=O)(OC(C)=O)OC(C)=O.[Na+].C(N(C(C)C)CC)(C)C. The catalyst is C(Cl)Cl. The product is [CH3:1][O:2][C:3]1[CH:4]=[C:5]([C:11]2[CH2:15][CH:14]([CH2:16][CH2:17][CH2:18][CH2:19][N:33]3[CH2:32][CH2:31][N:30]([C:25]4[CH:26]=[CH:27][CH:28]=[CH:29][C:24]=4[O:23][CH3:22])[CH2:35][CH2:34]3)[O:13][N:12]=2)[CH:6]=[CH:7][C:8]=1[O:9][CH3:10]. The yield is 0.625. (2) The reactants are [NH:1]1[CH:5]=[C:4]([C:6]2[C:7]([NH2:13])=[N:8][C:9]([NH2:12])=[CH:10][CH:11]=2)[CH:3]=[N:2]1.[H-].[Na+].Cl[CH2:17][C:18]1[CH:19]=[CH:20][C:21]([O:24][C:25]2[CH:30]=[CH:29][CH:28]=[CH:27][CH:26]=2)=[N:22][CH:23]=1. The catalyst is CN(C)C=O. The product is [O:24]([C:21]1[N:22]=[CH:23][C:18]([CH2:17][N:1]2[CH:5]=[C:4]([C:6]3[C:7]([NH2:13])=[N:8][C:9]([NH2:12])=[CH:10][CH:11]=3)[CH:3]=[N:2]2)=[CH:19][CH:20]=1)[C:25]1[CH:26]=[CH:27][CH:28]=[CH:29][CH:30]=1. The yield is 0.252. (3) The reactants are C([O:3][C:4]([C:6]1[C:7]([CH:12]2[CH2:17][CH2:16][O:15][CH2:14][CH2:13]2)=[N:8][O:9][C:10]=1[CH3:11])=O)C.[H-].[Al+3].[Li+].[H-].[H-].[H-].O.[OH-].[Na+]. The catalyst is C1COCC1. The product is [CH3:11][C:10]1[O:9][N:8]=[C:7]([CH:12]2[CH2:17][CH2:16][O:15][CH2:14][CH2:13]2)[C:6]=1[CH2:4][OH:3]. The yield is 0.340.